From a dataset of Reaction yield outcomes from USPTO patents with 853,638 reactions. Predict the reaction yield, written as a fraction of the theoretical maximum amount of product (1.0 means a 100% yield; for example, 0.34 means a 34% yield). (1) The reactants are [Cl:1][C:2]1[CH:33]=[C:32]([F:34])[CH:31]=[CH:30][C:3]=1[C:4]([NH:6][C:7]1[CH:8]=[C:9]([CH:14]2[C:23]([CH3:25])([CH3:24])[CH2:22][C:21]3[C:16](=[CH:17][CH:18]=[C:19]([C:26]([O:28]C)=[O:27])[CH:20]=3)[NH:15]2)[CH:10]=[CH:11][C:12]=1[F:13])=[O:5].[OH-].[Na+]. The catalyst is CO. The product is [Cl:1][C:2]1[CH:33]=[C:32]([F:34])[CH:31]=[CH:30][C:3]=1[C:4]([NH:6][C:7]1[CH:8]=[C:9]([CH:14]2[C:23]([CH3:25])([CH3:24])[CH2:22][C:21]3[C:16](=[CH:17][CH:18]=[C:19]([C:26]([OH:28])=[O:27])[CH:20]=3)[NH:15]2)[CH:10]=[CH:11][C:12]=1[F:13])=[O:5]. The yield is 0.723. (2) The reactants are F[C:2]1[CH:3]=[C:4]([C:12]2[C:20]3[C:19](=O)[CH2:18][CH2:17][C:16]=3[CH:15]=[N:14][CH:13]=2)[CH:5]=[CH:6][C:7]=1[C:8]([F:11])([F:10])[F:9].FC(F)(F)C1C=CC(B(O)[OH:31])=CC=1. No catalyst specified. The product is [F:10][C:8]([F:9])([F:11])[C:7]1[CH:2]=[CH:3][C:4]([C:12]2[C:20]3[CH2:19][CH2:18][CH:17]([OH:31])[C:16]=3[CH:15]=[N:14][CH:13]=2)=[CH:5][CH:6]=1. The yield is 0.970. (3) The reactants are [CH:1]1([N:4]2[CH2:9][C:8]3([CH2:14][CH2:13][N:12]([S:15]([C:18]4[CH:23]=[CH:22][C:21](B5OC(C)(C)C(C)(C)O5)=[CH:20][CH:19]=4)(=[O:17])=[O:16])[CH2:11][CH2:10]3)[O:7][CH2:6][C:5]2=[O:33])[CH2:3][CH2:2]1.Br[C:35]1[CH:44]=[C:43]2[C:38]([CH:39]=[C:40]([C:45]#[N:46])[CH:41]=[N:42]2)=[CH:37][CH:36]=1.C(=O)([O-])[O-].[K+].[K+]. The catalyst is O1CCOCC1.O.C1C=CC([P]([Pd]([P](C2C=CC=CC=2)(C2C=CC=CC=2)C2C=CC=CC=2)([P](C2C=CC=CC=2)(C2C=CC=CC=2)C2C=CC=CC=2)[P](C2C=CC=CC=2)(C2C=CC=CC=2)C2C=CC=CC=2)(C2C=CC=CC=2)C2C=CC=CC=2)=CC=1. The product is [CH:1]1([N:4]2[CH2:9][C:8]3([CH2:14][CH2:13][N:12]([S:15]([C:18]4[CH:19]=[CH:20][C:21]([C:35]5[CH:44]=[C:43]6[C:38]([CH:39]=[C:40]([C:45]#[N:46])[CH:41]=[N:42]6)=[CH:37][CH:36]=5)=[CH:22][CH:23]=4)(=[O:17])=[O:16])[CH2:11][CH2:10]3)[O:7][CH2:6][C:5]2=[O:33])[CH2:2][CH2:3]1. The yield is 0.740. (4) The reactants are [Cl:1][C:2]1[CH:7]=[CH:6][CH:5]=[C:4]([F:8])[C:3]=1[C:9]1[N:13]=[C:12]([C:14]2[CH:18]=[C:17]([C:19]3[CH:24]=[CH:23][CH:22]=[C:21]([C:25]([F:28])([F:27])[F:26])[CH:20]=3)[S:16][CH:15]=2)[N:11]([CH3:29])[N:10]=1.[Cl:30]N1C(=O)CCC1=O.O. The catalyst is C(Cl)Cl. The product is [Cl:1][C:2]1[CH:7]=[CH:6][CH:5]=[C:4]([F:8])[C:3]=1[C:9]1[N:13]=[C:12]([C:14]2[CH:18]=[C:17]([C:19]3[CH:24]=[CH:23][CH:22]=[C:21]([C:25]([F:28])([F:27])[F:26])[CH:20]=3)[S:16][C:15]=2[Cl:30])[N:11]([CH3:29])[N:10]=1. The yield is 0.760. (5) The reactants are [NH2:1][C:2]1[CH:9]=[CH:8][C:5]([C:6]#[N:7])=[CH:4][CH:3]=1.Cl[C:11]1[C:20]2[C:15](=[C:16]([N+:22]([O-:24])=[O:23])[C:17]([CH3:21])=[CH:18][CH:19]=2)[CH:14]=[CH:13][N:12]=1.C(O)(C(F)(F)F)=O. The catalyst is C(O)(C)C. The product is [CH3:21][C:17]1[C:16]([N+:22]([O-:24])=[O:23])=[C:15]2[C:20](=[CH:19][CH:18]=1)[C:11]([NH:1][C:2]1[CH:9]=[CH:8][C:5]([C:6]#[N:7])=[CH:4][CH:3]=1)=[N:12][CH:13]=[CH:14]2. The yield is 0.880. (6) The reactants are O[CH:2]([C:12]1C=CC=CC=1)[CH2:3][NH:4][C:5](=[O:11])[O:6][C:7]([CH3:10])([CH3:9])[CH3:8].[OH:18][N:19]1[C:23](=[O:24])[C:22]2=[CH:25][CH:26]=[CH:27][CH:28]=[C:21]2[C:20]1=[O:29].[C:43]1(P([C:43]2[CH:48]=[CH:47][CH:46]=[CH:45][CH:44]=2)[C:43]2[CH:48]=[CH:47][CH:46]=[CH:45][CH:44]=2)[CH:48]=[CH:47][CH:46]=[CH:45][CH:44]=1.N(C(OCC)=O)=N[C:51](OCC)=O. The catalyst is C1COCC1.O. The product is [O:24]=[C:23]1[C:22]2[C:21](=[CH:28][CH:27]=[CH:26][CH:25]=2)[C:20](=[O:29])[N:19]1[O:18][CH:12]([C:43]1[CH:44]=[CH:45][CH:46]=[CH:47][CH:48]=1)[CH2:2][CH2:3][N:4]([CH3:51])[C:5](=[O:11])[O:6][C:7]([CH3:8])([CH3:9])[CH3:10]. The yield is 0.690.